Task: Predict the reaction yield, written as a fraction of the theoretical maximum amount of product (1.0 means a 100% yield; for example, 0.34 means a 34% yield).. Dataset: Reaction yield outcomes from USPTO patents with 853,638 reactions (1) The reactants are [OH:1][C:2]1[C:9]([CH3:10])=[CH:8][C:5]([CH:6]=[O:7])=[CH:4][C:3]=1[CH3:11].O[CH2:13][CH2:14][N:15]1[CH2:20][CH2:19][O:18][CH2:17][CH2:16]1.C(N(CC)C(C)C)(C)C.CCOC(/N=N/C(OCC)=O)=O. The catalyst is C1COCC1.C(OCC)(=O)C. The product is [CH3:10][C:9]1[CH:8]=[C:5]([CH:4]=[C:3]([CH3:11])[C:2]=1[O:1][CH2:13][CH2:14][N:15]1[CH2:20][CH2:19][O:18][CH2:17][CH2:16]1)[CH:6]=[O:7]. The yield is 0.320. (2) The reactants are [CH3:1][O:2][C:3](=[O:13])[C:4]#[C:5][C:6]1[CH:11]=[CH:10][CH:9]=[CH:8][C:7]=1[Cl:12].[C:14]([O:18][C:19]([N:21]1[C:30]2[C:25](=[CH:26][CH:27]=[C:28]([CH2:31][CH2:32][O:33][C:34]3[CH:35]=[C:36]4[C:40](=[CH:41][CH:42]=3)[NH:39][CH:38]=[CH:37]4)[N:29]=2)[CH2:24][CH2:23][CH2:22]1)=[O:20])([CH3:17])([CH3:16])[CH3:15]. No catalyst specified. The product is [C:14]([O:18][C:19]([N:21]1[C:30]2[C:25](=[CH:26][CH:27]=[C:28]([CH2:31][CH2:32][O:33][C:34]3[CH:35]=[C:36]4[C:40](=[CH:41][CH:42]=3)[N:39]([C:5]([C:6]3[CH:11]=[CH:10][CH:9]=[CH:8][C:7]=3[Cl:12])=[CH:4][C:3]([O:2][CH3:1])=[O:13])[CH:38]=[CH:37]4)[N:29]=2)[CH2:24][CH2:23][CH2:22]1)=[O:20])([CH3:17])([CH3:15])[CH3:16]. The yield is 0.430. (3) The reactants are Cl[C:2]1[N:10]=[C:9]2[C:5]([N:6]=[C:7]([CH2:12][N:13]3[CH2:18][CH2:17][N:16]([CH:19]4[CH2:24][CH2:23][O:22][CH2:21][CH2:20]4)[CH2:15][CH2:14]3)[N:8]2[CH3:11])=[C:4]([N:25]2[CH2:30][CH2:29][O:28][CH2:27][CH2:26]2)[N:3]=1.[CH:31]([C:34]1[NH:38][C:37]2[CH:39]=[CH:40][CH:41]=[CH:42][C:36]=2[N:35]=1)([CH3:33])[CH3:32].CC(C1C=C(C(C)C)C(C2C=CC=CC=2P(C2CCCCC2)C2CCCCC2)=C(C(C)C)C=1)C.C(=O)([O-])[O-].[Cs+].[Cs+]. The catalyst is CN(C=O)C.C1C=CC(/C=C/C(/C=C/C2C=CC=CC=2)=O)=CC=1.C1C=CC(/C=C/C(/C=C/C2C=CC=CC=2)=O)=CC=1.C1C=CC(/C=C/C(/C=C/C2C=CC=CC=2)=O)=CC=1.[Pd].[Pd]. The product is [CH:31]([C:34]1[N:35]([C:2]2[N:10]=[C:9]3[C:5]([N:6]=[C:7]([CH2:12][N:13]4[CH2:14][CH2:15][N:16]([CH:19]5[CH2:24][CH2:23][O:22][CH2:21][CH2:20]5)[CH2:17][CH2:18]4)[N:8]3[CH3:11])=[C:4]([N:25]3[CH2:26][CH2:27][O:28][CH2:29][CH2:30]3)[N:3]=2)[C:36]2[CH:42]=[CH:41][CH:40]=[CH:39][C:37]=2[N:38]=1)([CH3:33])[CH3:32]. The yield is 0.370. (4) The reactants are [NH2:1][C:2]1[C:6]2[CH2:7][NH:8][CH2:9][CH2:10][C:5]=2[N:4]([C:11]2[CH:16]=[CH:15][C:14]([O:17][C:18]3[CH:23]=[CH:22][CH:21]=[CH:20][CH:19]=3)=[CH:13][CH:12]=2)[C:3]=1[C:24]([NH2:26])=[O:25].CCN(C(C)C)C(C)C.[C:36](Cl)(=[O:39])[CH:37]=[CH2:38]. The catalyst is C(Cl)Cl. The product is [C:36]([N:8]1[CH2:9][CH2:10][C:5]2[N:4]([C:11]3[CH:12]=[CH:13][C:14]([O:17][C:18]4[CH:23]=[CH:22][CH:21]=[CH:20][CH:19]=4)=[CH:15][CH:16]=3)[C:3]([C:24]([NH2:26])=[O:25])=[C:2]([NH2:1])[C:6]=2[CH2:7]1)(=[O:39])[CH:37]=[CH2:38]. The yield is 0.0727.